From a dataset of Reaction yield outcomes from USPTO patents with 853,638 reactions. Predict the reaction yield, written as a fraction of the theoretical maximum amount of product (1.0 means a 100% yield; for example, 0.34 means a 34% yield). (1) The reactants are [CH3:1][C:2]1[O:6][N:5]=[C:4]([C:7]2[CH:12]=[CH:11][CH:10]=[CH:9][CH:8]=2)[C:3]=1[CH2:13][OH:14].O[C:16]1[CH:21]=[CH:20][C:19]([C:22]([F:25])([F:24])[F:23])=[CH:18][N:17]=1.C1(P(C2C=CC=CC=2)C2C=CC=CC=2)C=CC=CC=1.N(C(OCC)=O)=NC(OCC)=O. The catalyst is C1COCC1. The product is [CH3:1][C:2]1[O:6][N:5]=[C:4]([C:7]2[CH:12]=[CH:11][CH:10]=[CH:9][CH:8]=2)[C:3]=1[CH2:13][O:14][C:16]1[CH:21]=[CH:20][C:19]([C:22]([F:25])([F:24])[F:23])=[CH:18][N:17]=1. The yield is 0.510. (2) The reactants are Cl[C:2]1[N:7]=[C:6]([C:8]2[CH:13]=[CH:12][C:11]([N+:14]([O-:16])=[O:15])=[CH:10][CH:9]=2)[N:5]=[C:4]([N:17]2[CH2:23][CH:22]3[O:24][CH:19]([CH2:20][CH2:21]3)[CH2:18]2)[CH:3]=1.Cl.[CH:26]12[O:33][CH:30]([CH2:31][CH2:32]1)[CH2:29][NH:28][CH2:27]2.C(N(CC)CC)C.CCN(C(C)C)C(C)C. The catalyst is O1CCOCC1.C(OCC)(=O)C. The product is [N+:14]([C:11]1[CH:12]=[CH:13][C:8]([C:6]2[N:5]=[C:4]([N:17]3[CH2:23][CH:22]4[O:24][CH:19]([CH2:20][CH2:21]4)[CH2:18]3)[CH:3]=[C:2]([N:28]3[CH2:27][CH:26]4[O:33][CH:30]([CH2:31][CH2:32]4)[CH2:29]3)[N:7]=2)=[CH:9][CH:10]=1)([O-:16])=[O:15]. The yield is 0.390. (3) The reactants are [NH2:1]/[C:2](/OCC)=[CH:3]\[C:4](=O)[C:5]([F:8])([F:7])[F:6].Cl.[C:14]1([CH3:22])[CH:19]=[CH:18][C:17]([NH:20][NH2:21])=[CH:16][CH:15]=1.C(N(CC)CC)C. No catalyst specified. The product is [C:14]1([CH3:22])[CH:19]=[CH:18][C:17]([N:20]2[C:2]([NH2:1])=[CH:3][C:4]([C:5]([F:6])([F:7])[F:8])=[N:21]2)=[CH:16][CH:15]=1. The yield is 0.620.